From a dataset of Peptide-MHC class I binding affinity with 185,985 pairs from IEDB/IMGT. Regression. Given a peptide amino acid sequence and an MHC pseudo amino acid sequence, predict their binding affinity value. This is MHC class I binding data. The peptide sequence is KSVGVERTM. The MHC is HLA-A02:01 with pseudo-sequence HLA-A02:01. The binding affinity (normalized) is 0.0847.